From a dataset of Full USPTO retrosynthesis dataset with 1.9M reactions from patents (1976-2016). Predict the reactants needed to synthesize the given product. (1) The reactants are: [C-:1]#[N:2].[K+].CS(O[CH2:9][CH2:10][CH:11]([C:25]1[CH:30]=[CH:29][C:28]([Cl:31])=[CH:27][CH:26]=1)[C:12]1[C:20]2[C:15](=[C:16]([CH2:22][S:23][CH3:24])[C:17]([F:21])=[CH:18][CH:19]=2)[NH:14][CH:13]=1)(=O)=O.C(OCC)(=O)C. Given the product [Cl:31][C:28]1[CH:27]=[CH:26][C:25]([CH:11]([C:12]2[C:20]3[C:15](=[C:16]([CH2:22][S:23][CH3:24])[C:17]([F:21])=[CH:18][CH:19]=3)[NH:14][CH:13]=2)[CH2:10][CH2:9][C:1]#[N:2])=[CH:30][CH:29]=1, predict the reactants needed to synthesize it. (2) Given the product [C:22]([O:26][C:27]([N:29]1[CH2:47][CH2:46][N:32]2[C:33](=[O:45])[C:34]3[C:39]([C@@H:31]2[CH2:30]1)=[CH:38][C:37]([NH:48][C:49]1[CH:54]=[CH:53][CH:52]=[CH:51][CH:50]=1)=[CH:36][C:35]=3[C:41]([F:44])([F:43])[F:42])=[O:28])([CH3:25])([CH3:24])[CH3:23], predict the reactants needed to synthesize it. The reactants are: C(P(C(C)(C)C)C1C=CC=CC=1C1C=CC=CC=1)(C)(C)C.[C:22]([O:26][C:27]([N:29]1[CH2:47][CH2:46][N:32]2[C:33](=[O:45])[C:34]3[C:39]([C@@H:31]2[CH2:30]1)=[CH:38][C:37](Br)=[CH:36][C:35]=3[C:41]([F:44])([F:43])[F:42])=[O:28])([CH3:25])([CH3:24])[CH3:23].[NH2:48][C:49]1[CH:54]=[CH:53][CH:52]=[CH:51][CH:50]=1.CC(C)([O-])C.[Na+]. (3) Given the product [C:1]([C:5]1[CH:10]=[C:9]([CH3:11])[CH:8]=[CH:7][C:6]=1[N:12]1[CH2:13][CH2:14][N:15]([C:18](=[O:25])[CH2:19][C:20]([OH:22])=[O:21])[CH2:16][CH2:17]1)([CH3:4])([CH3:2])[CH3:3], predict the reactants needed to synthesize it. The reactants are: [C:1]([C:5]1[CH:10]=[C:9]([CH3:11])[CH:8]=[CH:7][C:6]=1[N:12]1[CH2:17][CH2:16][N:15]([C:18](=[O:25])[CH2:19][C:20]([O:22]CC)=[O:21])[CH2:14][CH2:13]1)([CH3:4])([CH3:3])[CH3:2].[OH-].[Li+].Cl. (4) Given the product [C:34]([C:36]1[CH:37]=[C:38]([CH:41]=[CH:42][CH:43]=1)[CH2:39][N:32]1[CH:31]=[CH:30][N:29]=[C:28]1[CH:8]([NH:7][C:6](=[O:33])[O:5][C:1]([CH3:4])([CH3:2])[CH3:3])[CH2:9][C:10]1[CH:18]=[C:17]([CH3:19])[C:16]2[C:12](=[CH:13][N:14]([CH2:20][O:21][CH2:22][CH2:23][Si:24]([CH3:25])([CH3:27])[CH3:26])[N:15]=2)[CH:11]=1)#[N:35], predict the reactants needed to synthesize it. The reactants are: [C:1]([O:5][C:6](=[O:33])[NH:7][CH:8]([C:28]1[NH:29][CH:30]=[CH:31][N:32]=1)[CH2:9][C:10]1[CH:18]=[C:17]([CH3:19])[C:16]2[C:12](=[CH:13][N:14]([CH2:20][O:21][CH2:22][CH2:23][Si:24]([CH3:27])([CH3:26])[CH3:25])[N:15]=2)[CH:11]=1)([CH3:4])([CH3:3])[CH3:2].[C:34]([C:36]1[CH:37]=[C:38]([CH:41]=[CH:42][CH:43]=1)[CH2:39]Br)#[N:35].C(=O)([O-])[O-].[K+].[K+].